This data is from Full USPTO retrosynthesis dataset with 1.9M reactions from patents (1976-2016). The task is: Predict the reactants needed to synthesize the given product. (1) Given the product [NH2:1][C:2]1[N:3]=[CH:4][C:5]([C:8]2[N:9]=[C:10]([N:20]3[CH2:21][CH2:22][O:23][CH2:24][CH2:25]3)[C:11]3[S:16][C:15]([C:17]([NH:28][CH3:27])=[O:19])=[CH:14][C:12]=3[N:13]=2)=[CH:6][N:7]=1, predict the reactants needed to synthesize it. The reactants are: [NH2:1][C:2]1[N:7]=[CH:6][C:5]([C:8]2[N:9]=[C:10]([N:20]3[CH2:25][CH2:24][O:23][CH2:22][CH2:21]3)[C:11]3[S:16][C:15]([C:17]([OH:19])=O)=[CH:14][C:12]=3[N:13]=2)=[CH:4][N:3]=1.Cl.[CH3:27][NH2:28]. (2) Given the product [F:1][C:2]([F:19])([F:18])[C:3]1[CH:8]=[CH:7][C:6]([C:9]2[CH:10]=[C:11]([C:12]([F:15])([F:14])[F:13])[N:22]3[N:23]=[CH:24][C:25]([C:26]4[CH:31]=[CH:30][N:29]=[CH:28][CH:27]=4)=[C:21]3[N:20]=2)=[CH:5][CH:4]=1, predict the reactants needed to synthesize it. The reactants are: [F:1][C:2]([F:19])([F:18])[C:3]1[CH:8]=[CH:7][C:6]([C:9](=O)[CH2:10][C:11](=O)[C:12]([F:15])([F:14])[F:13])=[CH:5][CH:4]=1.[NH2:20][C:21]1[C:25]([C:26]2[CH:31]=[CH:30][N:29]=[CH:28][CH:27]=2)=[CH:24][NH:23][N:22]=1. (3) Given the product [Cl:1][C:2]1[CH:3]=[CH:4][C:5]([C:25]#[N:26])=[C:6]([C:8]2[C:13]([O:14][CH3:15])=[CH:12][N:11]([CH:16]([CH2:20][CH2:21][O:22][CH3:23])[C:17]([NH:27][C:28]3[CH:37]=[CH:36][C:31]4[NH:32][C:33](=[O:35])[NH:34][C:30]=4[CH:29]=3)=[O:19])[C:10](=[O:24])[CH:9]=2)[CH:7]=1, predict the reactants needed to synthesize it. The reactants are: [Cl:1][C:2]1[CH:3]=[CH:4][C:5]([C:25]#[N:26])=[C:6]([C:8]2[C:13]([O:14][CH3:15])=[CH:12][N:11]([CH:16]([CH2:20][CH2:21][O:22][CH3:23])[C:17]([OH:19])=O)[C:10](=[O:24])[CH:9]=2)[CH:7]=1.[NH2:27][C:28]1[CH:37]=[CH:36][C:31]2=[N:32][C:33](=[O:35])[N:34]=[C:30]2[CH:29]=1.CC(C)N=C=NC(C)C. (4) Given the product [CH3:19][C:20]1[C:24]([C:3]2[CH:4]=[CH:5][C:6]3[N:12]4[C:13]([CH3:16])=[N:14][N:15]=[C:11]4[CH2:10][CH2:9][C:8](=[O:17])[C:7]=3[CH:18]=2)=[C:23]([CH3:28])[O:22][N:21]=1, predict the reactants needed to synthesize it. The reactants are: O.Br[C:3]1[CH:4]=[CH:5][C:6]2[N:12]3[C:13]([CH3:16])=[N:14][N:15]=[C:11]3[CH2:10][CH2:9][C:8](=[O:17])[C:7]=2[CH:18]=1.[CH3:19][C:20]1[C:24](B(O)O)=[C:23]([CH3:28])[O:22][N:21]=1.C(=O)(O)[O-].[Na+]. (5) Given the product [OH:42][C@H:4]1[CH2:5][C@H:6]([N:8]2[C:13](=[O:14])[C:12]([CH2:15][C:16]3[CH:17]=[CH:18][C:19]([C:22]4[C:23]([C:28]#[N:29])=[CH:24][CH:25]=[CH:26][CH:27]=4)=[CH:20][CH:21]=3)=[C:11]([CH2:30][CH2:31][CH3:32])[N:10]3[N:33]=[CH:34][N:35]=[C:9]23)[CH2:7]1, predict the reactants needed to synthesize it. The reactants are: C([C@H:4]1[CH2:7][C@H:6]([N:8]2[C:13](=[O:14])[C:12]([CH2:15][C:16]3[CH:21]=[CH:20][C:19]([C:22]4[C:23]([C:28]#[N:29])=[CH:24][CH:25]=[CH:26][CH:27]=4)=[CH:18][CH:17]=3)=[C:11]([CH2:30][CH2:31][CH3:32])[N:10]3[N:33]=[CH:34][N:35]=[C:9]23)[CH2:5]1)(=O)C.O.OO.FC(F)(F)C(OC(=O)C(F)(F)F)=[O:42].C(=O)([O-])O.[Na+].S([O-])([O-])(=O)=S.[Na+].[Na+]. (6) Given the product [CH3:1][O:2][C:3]([C:5]1[S:6][C:7]([CH2:10][CH2:11][CH2:12][C@H:13]2[CH2:17][CH2:16][C:48]([Cl:51])([Cl:49])[C@@H:14]2[C:19]2[CH:20]=[CH:21][C:22]([CH:25]([O:31][CH2:32][C:33]3[CH:38]=[CH:37][C:36]([O:39][CH3:40])=[CH:35][CH:34]=3)[CH2:26][CH2:27][CH2:28][CH2:29][CH3:30])=[CH:23][CH:24]=2)=[CH:8][CH:9]=1)=[O:4], predict the reactants needed to synthesize it. The reactants are: [CH3:1][O:2][C:3]([C:5]1[S:6][C:7]([CH2:10][CH2:11][CH2:12][C@H:13]2[CH2:17][CH2:16]C(=O)[C@@H:14]2[C:19]2[CH:24]=[CH:23][C:22]([CH:25]([O:31][CH2:32][C:33]3[CH:38]=[CH:37][C:36]([O:39][CH3:40])=[CH:35][CH:34]=3)[CH2:26][CH2:27][CH2:28][CH2:29][CH3:30])=[CH:21][CH:20]=2)=[CH:8][CH:9]=1)=[O:4].CCN(CC)CC.[CH:48]([Cl:51])(Cl)[Cl:49]. (7) Given the product [Cl:1][C:2]1[C:7]([OH:8])=[CH:6][CH:5]=[C:4]([CH2:9][OH:10])[N:3]=1, predict the reactants needed to synthesize it. The reactants are: [Cl:1][C:2]1[C:7]([OH:8])=[CH:6][CH:5]=[CH:4][N:3]=1.[C:9]([O-])(O)=[O:10].[Na+].C=O.Cl. (8) Given the product [C:30]([O:29][C:27]([N:8]([C:27]([O:29][C:30]([CH3:31])([CH3:32])[CH3:33])=[O:28])[C:5]1[C:4]([C:9]2[N:13]([C:27]([O:29][C:30]([CH3:33])([CH3:32])[CH3:31])=[O:28])[C:12]3[CH:14]=[C:15]([CH3:18])[CH:16]=[CH:17][C:11]=3[N:10]=2)=[N:3][C:2]([Br:1])=[CH:7][N:6]=1)=[O:28])([CH3:33])([CH3:32])[CH3:31], predict the reactants needed to synthesize it. The reactants are: [Br:1][C:2]1[N:3]=[C:4]([C:9]2[NH:13][C:12]3[CH:14]=[C:15]([CH3:18])[CH:16]=[CH:17][C:11]=3[N:10]=2)[C:5]([NH2:8])=[N:6][CH:7]=1.[C:27](O[C:27]([O:29][C:30]([CH3:33])([CH3:32])[CH3:31])=[O:28])([O:29][C:30]([CH3:33])([CH3:32])[CH3:31])=[O:28]. (9) Given the product [F:18][C:19]1[CH:24]=[CH:23][C:22]([C:2]2[C:10]3[N:9]4[CH2:11][CH2:12][CH2:13][NH:14][C:15](=[O:16])[C:8]4=[CH:7][C:6]=3[CH:5]=[C:4]([CH3:17])[CH:3]=2)=[CH:21][CH:20]=1, predict the reactants needed to synthesize it. The reactants are: Br[C:2]1[C:10]2[N:9]3[CH2:11][CH2:12][CH2:13][NH:14][C:15](=[O:16])[C:8]3=[CH:7][C:6]=2[CH:5]=[C:4]([CH3:17])[CH:3]=1.[F:18][C:19]1[CH:24]=[CH:23][C:22](B(O)O)=[CH:21][CH:20]=1.